Dataset: Forward reaction prediction with 1.9M reactions from USPTO patents (1976-2016). Task: Predict the product of the given reaction. (1) The product is: [Br:1][C:2]1[C:3]([O:10][CH3:11])=[CH:4][C:5]([C:12]([C:13]2[CH:18]=[CH:17][CH:16]=[CH:15][CH:14]=2)=[O:19])=[C:6]([O:8][CH3:9])[CH:7]=1. Given the reactants [Br:1][C:2]1[CH:7]=[C:6]([O:8][CH3:9])[CH:5]=[CH:4][C:3]=1[O:10][CH3:11].[C:12](Cl)(=[O:19])[C:13]1[CH:18]=[CH:17][CH:16]=[CH:15][CH:14]=1.OS(C(F)(F)F)(=O)=O.[OH-].[Na+], predict the reaction product. (2) Given the reactants F[C:2]1[CH:3]=[N:4][CH:5]=[CH:6][C:7]=1[C:8]1[O:9][C:10]2[CH:16]=[CH:15][C:14]([C:17]([F:20])([F:19])[F:18])=[CH:13][C:11]=2[N:12]=1.[NH:21]1[CH:25]=[CH:24][CH:23]=[N:22]1.C(=O)([O-])[O-].[K+].[K+].CN(C=O)C, predict the reaction product. The product is: [N:21]1([C:2]2[CH:3]=[N:4][CH:5]=[CH:6][C:7]=2[C:8]2[O:9][C:10]3[CH:16]=[CH:15][C:14]([C:17]([F:20])([F:19])[F:18])=[CH:13][C:11]=3[N:12]=2)[CH:25]=[CH:24][CH:23]=[N:22]1. (3) Given the reactants [CH2:1]([O:3][C:4]1[CH:5]=[C:6]([CH:9]=[CH:10][C:11]=1I)[CH:7]=[O:8])[CH3:2].C(O[C:16](=O)[C:17]1[CH:22]=CC(I)=C(OCC)C=1)C.CC(C[AlH]CC(C)C)C, predict the reaction product. The product is: [CH:22]1([C:11]2[CH:10]=[CH:9][C:6]([CH:7]=[O:8])=[CH:5][C:4]=2[O:3][CH2:1][CH3:2])[CH2:17][CH2:16]1. (4) The product is: [C:1]([C:4]1[C:12]2[C:7](=[CH:8][CH:9]=[C:10]([C:13]3[CH2:14][CH2:15][N:16]([C:19](=[O:21])[CH3:20])[CH2:17][CH:18]=3)[CH:11]=2)[N:6]([CH2:22][C:23]([OH:25])=[O:24])[CH:5]=1)(=[O:3])[CH3:2]. Given the reactants [C:1]([C:4]1[C:12]2[C:7](=[CH:8][CH:9]=[C:10]([C:13]3[CH2:14][CH2:15][N:16]([C:19](=[O:21])[CH3:20])[CH2:17][CH:18]=3)[CH:11]=2)[N:6]([CH2:22][C:23]([O:25]C(C)(C)C)=[O:24])[CH:5]=1)(=[O:3])[CH3:2], predict the reaction product. (5) The product is: [CH3:6][C:7]1([C:15]2[CH:16]=[CH:17][C:18]([C:21]([F:22])([F:23])[F:24])=[CH:19][CH:20]=2)[CH2:9][CH:8]1[C:10]([OH:12])=[O:11]. Given the reactants C1COCC1.[CH3:6][C:7]1([C:15]2[CH:20]=[CH:19][C:18]([C:21]([F:24])([F:23])[F:22])=[CH:17][CH:16]=2)[CH2:9][CH:8]1[C:10]([O:12]CC)=[O:11].[OH-].[Na+], predict the reaction product. (6) Given the reactants Cl.Cl.[Cl:3][C:4]1[CH:5]=[C:6]2[C:12]3([CH2:17][CH2:16][NH:15][CH2:14][CH2:13]3)[CH2:11][N:10]([C:18]3[C:19]4[C@H:26]([CH3:27])[CH2:25][CH2:24][C:20]=4[N:21]=[CH:22][N:23]=3)[C:7]2=[CH:8][CH:9]=1.Br[CH2:29][CH2:30][CH2:31][N:32]1[C:40](=[O:41])[C:39]2[C:34](=[CH:35][CH:36]=[CH:37][CH:38]=2)[C:33]1=[O:42].CCN(C(C)C)C(C)C, predict the reaction product. The product is: [Cl:3][C:4]1[CH:5]=[C:6]2[C:12]3([CH2:17][CH2:16][N:15]([CH2:29][CH2:30][CH2:31][N:32]4[C:40](=[O:41])[C:39]5[C:34](=[CH:35][CH:36]=[CH:37][CH:38]=5)[C:33]4=[O:42])[CH2:14][CH2:13]3)[CH2:11][N:10]([C:18]3[C:19]4[C@H:26]([CH3:27])[CH2:25][CH2:24][C:20]=4[N:21]=[CH:22][N:23]=3)[C:7]2=[CH:8][CH:9]=1.